From a dataset of Peptide-MHC class I binding affinity with 185,985 pairs from IEDB/IMGT. Regression. Given a peptide amino acid sequence and an MHC pseudo amino acid sequence, predict their binding affinity value. This is MHC class I binding data. (1) The peptide sequence is DKIDQIIHD. The MHC is HLA-A02:01 with pseudo-sequence HLA-A02:01. The binding affinity (normalized) is 0. (2) The peptide sequence is KIRLRPGGK. The MHC is Mamu-B8301 with pseudo-sequence Mamu-B8301. The binding affinity (normalized) is 0.230. (3) The peptide sequence is VARRKDQTA. The MHC is HLA-A02:01 with pseudo-sequence HLA-A02:01. The binding affinity (normalized) is 0.0261. (4) The peptide sequence is RRLAATTEK. The MHC is HLA-B48:01 with pseudo-sequence HLA-B48:01. The binding affinity (normalized) is 0.0847. (5) The peptide sequence is GVEGIGLQY. The MHC is HLA-A01:01 with pseudo-sequence HLA-A01:01. The binding affinity (normalized) is 0.642. (6) The MHC is HLA-A02:03 with pseudo-sequence HLA-A02:03. The peptide sequence is DPNFHQAVM. The binding affinity (normalized) is 0.0847. (7) The peptide sequence is KLLPVHYYM. The MHC is HLA-A01:01 with pseudo-sequence HLA-A01:01. The binding affinity (normalized) is 0.0847.